This data is from Forward reaction prediction with 1.9M reactions from USPTO patents (1976-2016). The task is: Predict the product of the given reaction. Given the reactants [NH2:1][C:2]1[CH:3]=[C:4]([NH:10][C:11]([NH:13][CH:14]2[CH2:19][CH2:18][CH2:17][CH2:16][CH2:15]2)=[O:12])[CH:5]=[C:6]([Cl:9])[C:7]=1[OH:8].[N:20]([C:23]1[CH:28]=[CH:27][CH:26]=[CH:25][C:24]=1[C:29]([F:32])([F:31])[F:30])=[C:21]=[O:22], predict the reaction product. The product is: [Cl:9][C:6]1[C:7]([OH:8])=[C:2]([NH:1][C:21]([NH:20][C:23]2[CH:28]=[CH:27][CH:26]=[CH:25][C:24]=2[C:29]([F:30])([F:31])[F:32])=[O:22])[CH:3]=[C:4]([NH:10][C:11]([NH:13][CH:14]2[CH2:15][CH2:16][CH2:17][CH2:18][CH2:19]2)=[O:12])[CH:5]=1.